This data is from Forward reaction prediction with 1.9M reactions from USPTO patents (1976-2016). The task is: Predict the product of the given reaction. (1) Given the reactants [C:1](=[O:14])([O:3][CH2:4][C@H:5]([NH2:13])[CH2:6][C:7]1[CH:12]=[CH:11][CH:10]=[CH:9][CH:8]=1)[NH2:2].CS(O)(=O)=O.[C:20]1([N:26]=[C:27]=[O:28])[CH:25]=[CH:24][CH:23]=[CH:22][CH:21]=1.[OH-].[Na+].Cl, predict the reaction product. The product is: [NH:26]([C:27]([NH:2][C:1](=[O:14])[O:3][CH2:4][C@H:5]([NH2:13])[CH2:6][C:7]1[CH:12]=[CH:11][CH:10]=[CH:9][CH:8]=1)=[O:28])[C:20]1[CH:25]=[CH:24][CH:23]=[CH:22][CH:21]=1. (2) The product is: [CH2:17]([O:24][C:25]1[CH:34]=[C:33]2[C:28]([CH:29]=[CH:30][C:31](=[O:35])[N:32]2[C:2]2[CH:7]=[CH:6][C:5]([CH2:8][O:9][Si:10]([C:13]([CH3:16])([CH3:15])[CH3:14])([CH3:12])[CH3:11])=[CH:4][N:3]=2)=[CH:27][CH:26]=1)[C:18]1[CH:19]=[CH:20][CH:21]=[CH:22][CH:23]=1. Given the reactants Br[C:2]1[CH:7]=[CH:6][C:5]([CH2:8][O:9][Si:10]([C:13]([CH3:16])([CH3:15])[CH3:14])([CH3:12])[CH3:11])=[CH:4][N:3]=1.[CH2:17]([O:24][C:25]1[CH:34]=[C:33]2[C:28]([CH:29]=[CH:30][C:31](=[O:35])[NH:32]2)=[CH:27][CH:26]=1)[C:18]1[CH:23]=[CH:22][CH:21]=[CH:20][CH:19]=1.C(=O)([O-])[O-].[K+].[K+], predict the reaction product. (3) Given the reactants [CH3:1][S:2](Cl)(=[O:4])=[O:3].[C:6]([O:10][C:11]([NH:13][C@H:14]([CH3:17])[CH2:15][OH:16])=[O:12])([CH3:9])([CH3:8])[CH3:7].C(N(CC)CC)C, predict the reaction product. The product is: [CH3:1][S:2]([O:16][CH2:15][C@H:14]([NH:13][C:11]([O:10][C:6]([CH3:9])([CH3:8])[CH3:7])=[O:12])[CH3:17])(=[O:4])=[O:3]. (4) Given the reactants C1C=[C:5]2[C:7]([C:9](O)(O)[C:10](=[O:11])C2=CC=1)=[O:8].[C:14]([OH:17])(=[O:16])[CH3:15], predict the reaction product. The product is: [CH3:5][C:7]([CH2:9][C:10]([CH2:15][C:14]([OH:17])=[O:16])=[O:11])=[O:8]. (5) Given the reactants [O:1]=[C:2]1[CH2:10][C:9]2[C:4](=[CH:5][C:6]([CH2:11][C:12]([OH:14])=O)=[CH:7][CH:8]=2)[NH:3]1.C1C=CC2N(O)N=NC=2C=1.CCN=C=NCCCN(C)C.[CH2:36]([N:38]([CH2:59][CH3:60])[C:39](=[O:58])[CH2:40][O:41][C:42]1[CH:47]=[CH:46][CH:45]=[C:44]([C@H:48]([NH:56][CH3:57])[CH2:49][N:50]2[CH2:54][CH2:53][C@H:52]([OH:55])[CH2:51]2)[CH:43]=1)[CH3:37], predict the reaction product. The product is: [CH2:59]([N:38]([CH2:36][CH3:37])[C:39](=[O:58])[CH2:40][O:41][C:42]1[CH:43]=[C:44]([C@H:48]([N:56]([CH3:57])[C:12](=[O:14])[CH2:11][C:6]2[CH:5]=[C:4]3[C:9]([CH2:10][C:2](=[O:1])[NH:3]3)=[CH:8][CH:7]=2)[CH2:49][N:50]2[CH2:54][CH2:53][C@H:52]([OH:55])[CH2:51]2)[CH:45]=[CH:46][CH:47]=1)[CH3:60]. (6) Given the reactants [Br:1][CH2:2][C:3]1[CH:11]=[CH:10][C:6]([C:7]([OH:9])=O)=[CH:5][CH:4]=1.C1C=CC2N(O)N=NC=2C=1.Cl.[C:23]([C:25]([NH:28][C:29](=[O:36])[CH:30]([NH2:35])[CH2:31][CH:32]([CH3:34])[CH3:33])([CH3:27])[CH3:26])#[N:24], predict the reaction product. The product is: [C:23]([C:25]([NH:28][C:29]([CH:30]([NH:35][C:7](=[O:9])[C:6]1[CH:5]=[CH:4][C:3]([CH2:2][Br:1])=[CH:11][CH:10]=1)[CH2:31][CH:32]([CH3:33])[CH3:34])=[O:36])([CH3:27])[CH3:26])#[N:24]. (7) Given the reactants [Br:1][C:2]1[CH:3]=[C:4]([CH:11]=[C:12]([Br:14])[CH:13]=1)[O:5][CH2:6][CH2:7][CH2:8][CH2:9][NH2:10].[C:15](O[C:15]([O:17][C:18]([CH3:21])([CH3:20])[CH3:19])=[O:16])([O:17][C:18]([CH3:21])([CH3:20])[CH3:19])=[O:16], predict the reaction product. The product is: [Br:1][C:2]1[CH:3]=[C:4]([CH:11]=[C:12]([Br:14])[CH:13]=1)[O:5][CH2:6][CH2:7][CH2:8][CH2:9][NH:10][C:15](=[O:16])[O:17][C:18]([CH3:21])([CH3:20])[CH3:19].